This data is from Experimentally validated miRNA-target interactions with 360,000+ pairs, plus equal number of negative samples. The task is: Binary Classification. Given a miRNA mature sequence and a target amino acid sequence, predict their likelihood of interaction. (1) The miRNA is mmu-miR-3475-3p with sequence UCUGGAGGCACAUGGUUUGAA. The protein sequence of the target gene is MVQKKFCPRLLDYLVIVGARHPSSDSVAQTPELLRRYPLEDHPEFPLPPDVVFFCQPEGCLSVRQRRMSLRDDTSFVFTLTDKDTGVTRYGICVNFYRSFQKRMPKEKVEGGAGPRGKEGAHTSGASEEAATGSSESGSTLQPPSADSTPDINQSPWGKRRAKAGSRSRNSTLTSLCVLSHYPFFSTFRECLYTLKRLVDCCSERLLGKKLGIPRGVQRDTMWRIFTGSLLVEEKSSALLQDLREIEAWIYRLLRSPVPVSGQKRVDIEVLPQELQQALTFALPDPSRFTLVDFPLHLPL.... Result: 1 (interaction). (2) The miRNA is hsa-miR-937-3p with sequence AUCCGCGCUCUGACUCUCUGCC. The protein sequence of the target gene is MFQAAERPQEWAMEGPRDGLKKERLLDDRHDSGLDSMKDEEYEQMVKELQEIRLEPQEVPRGSEPWKQQLTEDGDSFLHLAIIHEEKALTMEVIRQVKGDLAFLNFQNNLQQTPLHLAVITNQPEIAEALLGAGCDPELRDFRGNTPLHLACEQGCLASVGVLTQSCTTPHLHSILKATNYNGHTCLHLASIHGYLGIVELLVSLGADVNAQEPCNGRTALHLAVDLQNPDLVSLLLKCGADVNRVTYQGYSPYQLTWGRPSTRIQQQLGQLTLENLQMLPESEDEESYDTESEFTEFTE.... Result: 0 (no interaction). (3) The miRNA is hsa-miR-3622a-5p with sequence CAGGCACGGGAGCUCAGGUGAG. The protein sequence of the target gene is MTGLALLYSGVFVAFWACALAVGVCYTIFDLGFRFDVAWFLTETSPFMWSNLGIGLAISLSVVGAAWGIYITGSSIIGGGVKAPRIKTKNLVSIIFCEAVAIYGIIMAIVISNMAEPFSATDPKAIGHRNYHAGYSMFGAGLTVGLSNLFCGVCVGIVGSGAALADAQNPSLFVKILIVEIFGSAIGLFGVIVAILQTSRVKMGD. Result: 1 (interaction).